This data is from Full USPTO retrosynthesis dataset with 1.9M reactions from patents (1976-2016). The task is: Predict the reactants needed to synthesize the given product. (1) The reactants are: [F:1][C:2]([F:35])([F:34])[C:3]1[CH:4]=[C:5]([CH:27]=[C:28]([C:30]([F:33])([F:32])[F:31])[CH:29]=1)[C:6]([N:8]1[CH2:26][CH2:25][C:11]2([N:15]([C:16]3[CH:21]=[CH:20][CH:19]=[CH:18][C:17]=3[CH3:22])[CH:14]([CH3:23])[NH:13][C:12]2=[O:24])[CH2:10][CH2:9]1)=[O:7].[F:36][CH:37]([F:40])[CH2:38]Br. Given the product [F:35][C:2]([F:1])([F:34])[C:3]1[CH:4]=[C:5]([CH:27]=[C:28]([C:30]([F:33])([F:32])[F:31])[CH:29]=1)[C:6]([N:8]1[CH2:9][CH2:10][C:11]2([N:15]([C:16]3[CH:21]=[CH:20][CH:19]=[CH:18][C:17]=3[CH3:22])[CH:14]([CH3:23])[N:13]([CH2:38][CH:37]([F:40])[F:36])[C:12]2=[O:24])[CH2:25][CH2:26]1)=[O:7], predict the reactants needed to synthesize it. (2) Given the product [CH2:1]([O:73][CH:30]1[CH:31]([O:65][CH2:66][C:67]2[CH:68]=[CH:69][CH:70]=[CH:71][CH:72]=2)[CH:32]([O:57][CH2:58][C:59]2[CH:64]=[CH:63][CH:62]=[CH:61][CH:60]=2)[C:33]([CH2:45][O:46][CH2:47][C:48]2[CH:49]=[CH:50][C:51]([O:54][CH3:55])=[CH:52][CH:53]=2)([CH2:34][O:35][CH2:36][C:37]2[CH:38]=[CH:39][C:40]([O:43][CH3:44])=[CH:41][CH:42]=2)[O:56][C:29]1([C:9]1[CH:14]=[CH:13][C:12]([Cl:15])=[C:11]([CH2:16][C:17]2[CH:22]=[CH:21][C:20]([O:23][CH2:24][CH3:25])=[CH:19][CH:18]=2)[CH:10]=1)[OH:81])[C:2]1[CH:87]=[CH:86][CH:85]=[CH:4][CH:3]=1, predict the reactants needed to synthesize it. The reactants are: [CH2:1]([Li])[CH2:2][CH2:3][CH3:4].O=O.Br[C:9]1[CH:14]=[CH:13][C:12]([Cl:15])=[C:11]([CH2:16][C:17]2[CH:22]=[CH:21][C:20]([O:23][CH2:24][CH3:25])=[CH:19][CH:18]=2)[CH:10]=1.CON(C)[C:29](=[O:81])[C@H:30]([O:73]CC1C=CC=CC=1)[C@@H:31]([O:65][CH2:66][C:67]1[CH:72]=[CH:71][CH:70]=[CH:69][CH:68]=1)[C@H:32]([O:57][CH2:58][C:59]1[CH:64]=[CH:63][CH:62]=[CH:61][CH:60]=1)[C:33]([OH:56])([CH2:45][O:46][CH2:47][C:48]1[CH:53]=[CH:52][C:51]([O:54][CH3:55])=[CH:50][CH:49]=1)[CH2:34][O:35][CH2:36][C:37]1[CH:42]=[CH:41][C:40]([O:43][CH3:44])=[CH:39][CH:38]=1.[Al].O1C[CH2:87][CH2:86][CH2:85]1. (3) Given the product [C:23]([O:1][CH:2]([CH2:9][CH2:10][C:11]([O:13][CH2:14][C:15]1[CH:16]=[CH:17][C:18]([O:21][CH3:22])=[CH:19][CH:20]=1)=[O:12])[C:3]([O:5][CH2:6][CH:7]=[CH2:8])=[O:4])(=[O:25])[CH3:24], predict the reactants needed to synthesize it. The reactants are: [OH:1][CH:2]([CH2:9][CH2:10][C:11]([O:13][CH2:14][C:15]1[CH:20]=[CH:19][C:18]([O:21][CH3:22])=[CH:17][CH:16]=1)=[O:12])[C:3]([O:5][CH2:6][CH:7]=[CH2:8])=[O:4].[C:23](Cl)(=[O:25])[CH3:24].C(=O)([O-])O.[Na+].C(OCC)(=O)C. (4) Given the product [CH2:33]([O:32][C:24]1[CH:25]=[CH:26][C:27]([NH2:29])=[CH:28][C:23]=1[C:15]1[CH:16]=[C:17]([NH2:20])[CH:18]=[CH:19][C:14]=1[O:13][CH2:1][CH2:2][CH2:3][CH2:4][CH2:5][CH2:6][CH2:7][CH2:8][CH2:9][CH2:10][CH2:11][CH3:12])[CH2:34][CH2:35][CH2:36][CH2:37][CH2:38][CH2:39][CH2:40][CH2:41][CH2:42][CH2:43][CH3:44], predict the reactants needed to synthesize it. The reactants are: [CH2:1]([O:13][C:14]1[CH:19]=[CH:18][C:17]([N+:20]([O-])=O)=[CH:16][C:15]=1[C:23]1[CH:28]=[C:27]([N+:29]([O-])=O)[CH:26]=[CH:25][C:24]=1[O:32][CH2:33][CH2:34][CH2:35][CH2:36][CH2:37][CH2:38][CH2:39][CH2:40][CH2:41][CH2:42][CH2:43][CH3:44])[CH2:2][CH2:3][CH2:4][CH2:5][CH2:6][CH2:7][CH2:8][CH2:9][CH2:10][CH2:11][CH3:12].O.NN. (5) Given the product [Cl:1][C:2]1[N:11]=[C:10]([NH:20][CH2:19][CH2:18][N:13]2[CH2:17][CH2:16][CH2:15][CH2:14]2)[C:9]2[C:4](=[CH:5][CH:6]=[CH:7][CH:8]=2)[N:3]=1, predict the reactants needed to synthesize it. The reactants are: [Cl:1][C:2]1[N:11]=[C:10](Cl)[C:9]2[C:4](=[CH:5][CH:6]=[CH:7][CH:8]=2)[N:3]=1.[N:13]1([CH2:18][CH2:19][NH2:20])[CH2:17][CH2:16][CH2:15][CH2:14]1. (6) Given the product [CH3:8][C:6]1[CH:7]=[C:2]([O:1][CH2:45][CH:46]2[CH2:50][CH2:49][O:48][CH2:47]2)[CH:3]=[C:4]([CH3:33])[C:5]=1[C:9]1[CH:14]=[CH:13][CH:12]=[C:11]([CH2:15][O:16][C:17]2[CH:22]=[CH:21][C:20]([C:23]3([CH2:27][C:28]([O:30][CH2:31][CH3:32])=[O:29])[CH2:24][O:25][CH2:26]3)=[CH:19][CH:18]=2)[CH:10]=1, predict the reactants needed to synthesize it. The reactants are: [OH:1][C:2]1[CH:7]=[C:6]([CH3:8])[C:5]([C:9]2[CH:14]=[CH:13][CH:12]=[C:11]([CH2:15][O:16][C:17]3[CH:22]=[CH:21][C:20]([C:23]4([CH2:27][C:28]([O:30][CH2:31][CH3:32])=[O:29])[CH2:26][O:25][CH2:24]4)=[CH:19][CH:18]=3)[CH:10]=2)=[C:4]([CH3:33])[CH:3]=1.CC1C=CC(S(O[CH2:45][CH:46]2[CH2:50][CH2:49][O:48][CH2:47]2)(=O)=O)=CC=1.C(=O)([O-])[O-].[Cs+].[Cs+]. (7) The reactants are: [CH3:1][O:2][C:3]1[CH:4]=[CH:5][C:6]2[CH2:12][C:11](OC)([O:13]C)[CH2:10][CH2:9][CH2:8][C:7]=2[CH:17]=1.O.C1(C)C=CC(S(O)(=O)=O)=CC=1.CC(C)=O. Given the product [CH3:1][O:2][C:3]1[CH:4]=[CH:5][C:6]2[CH2:12][C:11](=[O:13])[CH2:10][CH2:9][CH2:8][C:7]=2[CH:17]=1, predict the reactants needed to synthesize it. (8) Given the product [CH2:17]([O:24][C:25]([NH:27][CH:28]1[CH2:37][C:36]2[C:31](=[CH:32][CH:33]=[CH:34][CH:35]=2)[C:30]([CH2:2][C:1]([O:4][CH2:5][CH3:6])=[O:3])([OH:38])[CH2:29]1)=[O:26])[C:18]1[CH:23]=[CH:22][CH:21]=[CH:20][CH:19]=1, predict the reactants needed to synthesize it. The reactants are: [C:1]([O:4][CH2:5][CH3:6])(=[O:3])[CH3:2].C[Si](C)(C)[N-][Si](C)(C)C.[Li+].[CH2:17]([O:24][C:25]([NH:27][CH:28]1[CH2:37][C:36]2[C:31](=[CH:32][CH:33]=[CH:34][CH:35]=2)[C:30](=[O:38])[CH2:29]1)=[O:26])[C:18]1[CH:23]=[CH:22][CH:21]=[CH:20][CH:19]=1. (9) Given the product [C:15]1([N:12]2[C:11]3[CH:10]=[CH:9][CH:8]=[CH:7][C:6]=3[C:5]3[C:13]2=[CH:1][CH:2]=[CH:3][CH:4]=3)[CH:20]=[CH:19][CH:18]=[CH:17][CH:16]=1, predict the reactants needed to synthesize it. The reactants are: [CH:1]1[C:13]2[NH:12][C:11]3[C:6](=[CH:7][CH:8]=[CH:9][CH:10]=3)[C:5]=2[CH:4]=[CH:3][CH:2]=1.Br[C:15]1[CH:20]=[CH:19][CH:18]=[CH:17][CH:16]=1.[O-]CCCC.[Na+].C(P(C(C)(C)C)C(C)(C)C)(C)(C)C. (10) Given the product [CH2:21]([O:1][C:2]1[C:14](=[O:15])[N:6]2[CH2:7][CH2:8][O:9][CH2:10][C:11]([CH3:13])([CH3:12])[C:5]2=[N:4][C:3]=1[C:16]([O:18][CH2:19][CH3:20])=[O:17])[C:22]1[CH:27]=[CH:26][CH:25]=[CH:24][CH:23]=1, predict the reactants needed to synthesize it. The reactants are: [OH:1][C:2]1[C:14](=[O:15])[N:6]2[CH2:7][CH2:8][O:9][CH2:10][C:11]([CH3:13])([CH3:12])[C:5]2=[N:4][C:3]=1[C:16]([O:18][CH2:19][CH3:20])=[O:17].[CH2:21](Br)[C:22]1[CH:27]=[CH:26][CH:25]=[CH:24][CH:23]=1.C([O-])([O-])=O.[K+].[K+].